Dataset: Reaction yield outcomes from USPTO patents with 853,638 reactions. Task: Predict the reaction yield, written as a fraction of the theoretical maximum amount of product (1.0 means a 100% yield; for example, 0.34 means a 34% yield). (1) The reactants are C([Si](C)(C)[O:6][C:7]1[CH:12]=[CH:11][C:10]([C:13]2[CH:17]=[C:16]([C:18]([NH2:20])=[O:19])[O:15][N:14]=2)=[CH:9][CH:8]=1)(C)(C)C.C([O-])([O-])=O.[K+].[K+].C1OCCOCCOCCOCCOCCOC1.[F-].[K+].[Br:49][C:50]1[CH:57]=[CH:56][CH:55]=[CH:54][C:51]=1[CH2:52]Br. The catalyst is CN(C=O)C.O. The product is [Br:49][C:50]1[CH:57]=[CH:56][CH:55]=[CH:54][C:51]=1[CH2:52][O:6][C:7]1[CH:8]=[CH:9][C:10]([C:13]2[CH:17]=[C:16]([C:18]([NH2:20])=[O:19])[O:15][N:14]=2)=[CH:11][CH:12]=1. The yield is 0.160. (2) The reactants are F[P-](F)(F)(F)(F)F.N1(O[P+](N(C)C)(N(C)C)N(C)C)C2C=CC=CC=2N=N1.[F:28][C:29]1[CH:34]=[CH:33][C:32]([N:35]2[C:39]([C:40]3[CH:45]=[CH:44][C:43]([S:46]([CH3:49])(=[O:48])=[O:47])=[CH:42][CH:41]=3)=[CH:38][C:37]([CH2:50][C:51]([OH:53])=O)=[C:36]2[CH3:54])=[CH:31][CH:30]=1.[N+]([O-])([O-])=O.[NH2:59][C@@H:60]([CH2:64][O:65][N+:66]([O-:68])=[O:67])[C:61]([OH:63])=[O:62].Cl. The catalyst is C1COCC1. The product is [O:65]([CH2:64][C@H:60]([NH:59][C:51](=[O:53])[CH2:50][C:37]1[CH:38]=[C:39]([C:40]2[CH:45]=[CH:44][C:43]([S:46]([CH3:49])(=[O:47])=[O:48])=[CH:42][CH:41]=2)[N:35]([C:32]2[CH:33]=[CH:34][C:29]([F:28])=[CH:30][CH:31]=2)[C:36]=1[CH3:54])[C:61]([OH:63])=[O:62])[N+:66]([O-:68])=[O:67]. The yield is 0.800. (3) The reactants are [Cl:1][C:2]1[CH:3]=[C:4]2[C:8](=[C:9]([NH:11][CH:12]3[CH2:17][CH2:16][O:15][CH2:14][CH2:13]3)[CH:10]=1)[NH:7][C:6]([C:18]1[S:19][CH2:20][C@@H:21]([CH2:23][CH2:24][N:25]3[CH2:30][CH2:29][NH:28][CH2:27][CH2:26]3)[N:22]=1)=[CH:5]2.[N:31]1([CH2:36][C:37](O)=[O:38])[CH:35]=[N:34][N:33]=[N:32]1. No catalyst specified. The product is [Cl:1][C:2]1[CH:3]=[C:4]2[C:8](=[C:9]([NH:11][CH:12]3[CH2:17][CH2:16][O:15][CH2:14][CH2:13]3)[CH:10]=1)[NH:7][C:6]([C:18]1[S:19][CH2:20][C@@H:21]([CH2:23][CH2:24][N:25]3[CH2:30][CH2:29][N:28]([C:37](=[O:38])[CH2:36][N:31]4[CH:35]=[N:34][N:33]=[N:32]4)[CH2:27][CH2:26]3)[N:22]=1)=[CH:5]2. The yield is 0.480. (4) The reactants are Br[CH2:2][CH2:3][CH2:4][O:5][C:6]1[C:11]([CH3:12])=[CH:10][C:9]([Cl:13])=[CH:8][C:7]=1[I:14].[I:15][C:16]1[CH:21]=[C:20]([Cl:22])[CH:19]=[CH:18][C:17]=1[OH:23].C(=O)([O-])[O-].[K+].[K+]. The catalyst is CC(C)=O. The product is [Cl:13][C:9]1[CH:10]=[C:11]([CH3:12])[C:6]([O:5][CH2:4][CH2:3][CH2:2][O:23][C:17]2[CH:18]=[CH:19][C:20]([Cl:22])=[CH:21][C:16]=2[I:15])=[C:7]([I:14])[CH:8]=1. The yield is 0.880. (5) The reactants are [CH3:1][O:2][C:3](=[O:13])[CH2:4][C:5]1[CH:10]=[CH:9][C:8](Br)=[CH:7][C:6]=1[Cl:12].[B:14]1([B:14]2[O:18][C:17]([CH3:20])([CH3:19])[C:16]([CH3:22])([CH3:21])[O:15]2)[O:18][C:17]([CH3:20])([CH3:19])[C:16]([CH3:22])([CH3:21])[O:15]1.C(Cl)Cl.C([O-])(=O)C.[K+]. The catalyst is CS(C)=O. The product is [CH3:1][O:2][C:3](=[O:13])[CH2:4][C:5]1[CH:10]=[CH:9][C:8]([B:14]2[O:18][C:17]([CH3:20])([CH3:19])[C:16]([CH3:22])([CH3:21])[O:15]2)=[CH:7][C:6]=1[Cl:12]. The yield is 0.830. (6) The reactants are Cl[C:2]1[CH:7]=[C:6]([N:8]2[CH2:13][CH2:12][N:11]([CH3:14])[CH2:10][CH2:9]2)[N:5]=[C:4]([NH2:15])[N:3]=1.[Br:16][C:17]1[CH:26]=[C:25]2[C:20]([CH2:21][CH2:22][NH:23][CH2:24]2)=[CH:19][CH:18]=1.CN1CCOCC1.O. The catalyst is CN1CCCC1=O. The product is [Br:16][C:17]1[CH:26]=[C:25]2[C:20]([CH2:21][CH2:22][N:23]([C:2]3[CH:7]=[C:6]([N:8]4[CH2:13][CH2:12][N:11]([CH3:14])[CH2:10][CH2:9]4)[N:5]=[C:4]([NH2:15])[N:3]=3)[CH2:24]2)=[CH:19][CH:18]=1. The yield is 0.785.